Dataset: Catalyst prediction with 721,799 reactions and 888 catalyst types from USPTO. Task: Predict which catalyst facilitates the given reaction. (1) Reactant: [C:1]([O:5][C:6]([N:8]1[CH2:13][CH2:12][N:11]([C:14]2[CH:19]=[CH:18][C:17]([C:20]3[C:21]([CH3:43])=[N:22][O:23][C:24]=3[N:25](C(OCC(Cl)(Cl)Cl)=O)[C@H:26]([C:31]([O:33][CH3:34])=[O:32])[CH2:27][CH:28]([CH3:30])[CH3:29])=[CH:16][CH:15]=2)[CH2:10][CH2:9]1)=[O:7])([CH3:4])([CH3:3])[CH3:2].OP([O-])(O)=O.[K+]. Product: [C:1]([O:5][C:6]([N:8]1[CH2:9][CH2:10][N:11]([C:14]2[CH:15]=[CH:16][C:17]([C:20]3[C:21]([CH3:43])=[N:22][O:23][C:24]=3[NH:25][C@H:26]([C:31]([O:33][CH3:34])=[O:32])[CH2:27][CH:28]([CH3:30])[CH3:29])=[CH:18][CH:19]=2)[CH2:12][CH2:13]1)=[O:7])([CH3:4])([CH3:2])[CH3:3]. The catalyst class is: 324. (2) Reactant: F[C:2]1[CH:7]=[CH:6][CH:5]=[CH:4][C:3]=1[N+:8]([O-:10])=[O:9].[CH3:11][C:12]([O:15][C:16]([NH:18][CH:19]1[CH2:24][CH2:23][NH:22][CH2:21][CH2:20]1)=[O:17])([CH3:14])[CH3:13]. Product: [N+:8]([C:3]1[CH:4]=[CH:5][CH:6]=[CH:7][C:2]=1[N:22]1[CH2:21][CH2:20][CH:19]([NH:18][C:16](=[O:17])[O:15][C:12]([CH3:13])([CH3:11])[CH3:14])[CH2:24][CH2:23]1)([O-:10])=[O:9]. The catalyst class is: 14. (3) Reactant: Cl[C:2]1[N:7]=[C:6]([C:8]2[S:12][C:11]([NH:13][CH2:14][CH3:15])=[N:10][C:9]=2[C:16]2[CH:21]=[C:20]([O:22][CH3:23])[CH:19]=[CH:18][N:17]=2)[CH:5]=[CH:4][N:3]=1.Cl.[Cl:25][C:26]1[CH:27]=[C:28]([NH2:40])[CH:29]=[CH:30][C:31]=1[O:32][CH2:33][CH2:34][N:35]1[CH2:39][CH2:38][CH2:37][CH2:36]1. Product: [Cl:25][C:26]1[CH:27]=[C:28]([NH:40][C:2]2[N:7]=[C:6]([C:8]3[S:12][C:11]([NH:13][CH2:14][CH3:15])=[N:10][C:9]=3[C:16]3[CH:21]=[C:20]([O:22][CH3:23])[CH:19]=[CH:18][N:17]=3)[CH:5]=[CH:4][N:3]=2)[CH:29]=[CH:30][C:31]=1[O:32][CH2:33][CH2:34][N:35]1[CH2:36][CH2:37][CH2:38][CH2:39]1. The catalyst class is: 41. (4) Reactant: Br[C:2]1[C:3]([C:9]([O:11][CH3:12])=[O:10])=[N:4][N:5]([CH2:7][CH3:8])[CH:6]=1.[CH2:13]([Zn]CC)[CH3:14].O.Cl. Product: [CH2:7]([N:5]1[CH:6]=[C:2]([CH2:13][CH3:14])[C:3]([C:9]([O:11][CH3:12])=[O:10])=[N:4]1)[CH3:8]. The catalyst class is: 12. (5) Reactant: O[N:2]=[CH:3][C:4]1[CH:15]=[CH:14][C:7]([O:8][CH2:9][C:10]([O:12][CH3:13])=[O:11])=[CH:6][CH:5]=1.C(O)(=O)C.N#N. Product: [C:10]([OH:12])(=[O:11])[CH3:9].[NH2:2][CH2:3][C:4]1[CH:15]=[CH:14][C:7]([O:8][CH2:9][C:10]([O:12][CH3:13])=[O:11])=[CH:6][CH:5]=1. The catalyst class is: 19. (6) Reactant: [Cl-].[In+3].[Cl-].[Cl-].[NH2:5][C:6]1[CH:11]=[CH:10][C:9](S(N)(=O)=O)=[CH:8][CH:7]=1.[CH:16]1[CH2:20]C=C[CH:17]=1.O1C=CCC1. Product: [N:5]1[C:6]2[C:11](=[CH:10][CH:9]=[CH:8][CH:7]=2)[CH:20]=[CH:16][CH:17]=1. The catalyst class is: 10.